From a dataset of Reaction yield outcomes from USPTO patents with 853,638 reactions. Predict the reaction yield, written as a fraction of the theoretical maximum amount of product (1.0 means a 100% yield; for example, 0.34 means a 34% yield). (1) The reactants are [OH:1][C:2]1[C:3]([C:11]2([CH2:32]O)[C:19]3[C:14](=[CH:15][CH:16]=[CH:17][CH:18]=3)[N:13]([CH2:20][C:21]3[CH:22]=[C:23]([CH:28]=[CH:29][CH:30]=3)[C:24]([O:26][CH3:27])=[O:25])[C:12]2=[O:31])=[CH:4][C:5]2[O:9][CH2:8][O:7][C:6]=2[CH:10]=1.C1(CCN2C3C(=CC=CC=3)C(C3C(O)=CC4OCOC=4C=3)(CO)C2=O)CC1. No catalyst specified. The product is [O:31]=[C:12]1[C:11]2([C:3]3=[CH:4][C:5]4[O:9][CH2:8][O:7][C:6]=4[CH:10]=[C:2]3[O:1][CH2:32]2)[C:19]2[C:14](=[CH:15][CH:16]=[CH:17][CH:18]=2)[N:13]1[CH2:20][C:21]1[CH:22]=[C:23]([CH:28]=[CH:29][CH:30]=1)[C:24]([O:26][CH3:27])=[O:25]. The yield is 0.730. (2) The product is [ClH:16].[CH3:1][S:2]([C:5]1[CH:6]=[CH:7][C:8]([CH2:11][NH2:12])=[N:9][CH:10]=1)(=[O:4])=[O:3]. The reactants are [CH3:1][S:2]([C:5]1[CH:6]=[CH:7][C:8]([C:11]#[N:12])=[N:9][CH:10]=1)(=[O:4])=[O:3].C(O)C.[ClH:16]. The catalyst is [Pd].O. The yield is 0.840. (3) The reactants are [CH3:1][C:2]12[C:14]3[C:10]([CH2:11][CH2:12][CH2:13]1)=[CH:9][CH:8]=[CH:7][C:6]=3[C:5](=O)[CH2:4][CH2:3]2.[BH4-].[Na+].[Cl-].[Al+3].[Cl-].[Cl-]. The catalyst is O1CCCC1.C(OCC)(=O)C. The product is [CH3:1][C:2]12[C:14]3[C:6]([CH:5]=[CH:4][CH2:3]1)=[CH:7][CH:8]=[CH:9][C:10]=3[CH2:11][CH2:12][CH2:13]2. The yield is 0.970. (4) The reactants are [CH:1]1[CH:6]=[C:5]2[C:7]([C:9]([OH:13])(O)[C:10](=[O:11])[C:4]2=[CH:3][CH:2]=1)=[O:8].[CH3:14][O:15][C:16]1[CH:17]=[C:18]([NH:24][C:25](=[O:29])[CH:26]([CH3:28])[CH3:27])[CH:19]=[CH:20][C:21]=1[O:22][CH3:23]. The catalyst is OS(O)(=O)=O. The product is [OH:13][C:9]1([C:19]2[CH:20]=[C:21]([O:22][CH3:23])[C:16]([O:15][CH3:14])=[CH:17][C:18]=2[NH:24][C:25](=[O:29])[CH:26]([CH3:27])[CH3:28])[C:10](=[O:11])[C:4]2[C:5](=[CH:6][CH:1]=[CH:2][CH:3]=2)[C:7]1=[O:8]. The yield is 0.630. (5) The reactants are [Br:1][C:2]1[CH:7]=[CH:6][CH:5]=[CH:4][C:3]=1[NH:8][N:9]=[C:10]([C:15]#[N:16])[C:11]([NH:13][CH3:14])=[O:12].[Cl-:17].[Al+3].[Cl-].[Cl-].Cl. The catalyst is C1(C)C=CC=CC=1. The product is [ClH:17].[NH2:16][C:15]1[C:4]2[C:3](=[C:2]([Br:1])[CH:7]=[CH:6][CH:5]=2)[N:8]=[N:9][C:10]=1[C:11]([NH:13][CH3:14])=[O:12]. The yield is 0.900. (6) The reactants are C(OP([CH2:9][C:10]([O:12][CH2:13][CH3:14])=[O:11])(OCC)=O)C.[H-].[Na+].[CH2:17]([O:21][C:22]1[CH:26]=[C:25]([CH:27]=O)[N:24]([CH2:29][C:30]2[CH:35]=[CH:34][C:33]([C:36]([F:39])([F:38])[F:37])=[CH:32][CH:31]=2)[N:23]=1)[CH2:18][CH2:19][CH3:20].[Cl-].[NH4+]. The catalyst is CN(C)C=O.O1CCCC1. The product is [CH2:17]([O:21][C:22]1[CH:26]=[C:25](/[CH:27]=[CH:9]/[C:10]([O:12][CH2:13][CH3:14])=[O:11])[N:24]([CH2:29][C:30]2[CH:31]=[CH:32][C:33]([C:36]([F:38])([F:39])[F:37])=[CH:34][CH:35]=2)[N:23]=1)[CH2:18][CH2:19][CH3:20]. The yield is 0.720. (7) The reactants are [F:1][C:2]1[C:24]([S:25][CH:26]2[CH2:31][CH2:30][N:29]([C:32]([CH3:37])([CH3:36])[C:33]([NH2:35])=[O:34])[CH2:28][CH2:27]2)=[CH:23][C:5]2[C:6]3[N:10]([CH2:11][CH2:12][O:13][C:4]=2[CH:3]=1)[CH:9]=[C:8]([C:14]1[N:15]([CH:20]([CH3:22])[CH3:21])[N:16]=[C:17]([CH3:19])[N:18]=1)[N:7]=3.C(O)(C(F)(F)F)=[O:39].C1C=C(Cl)C=C(C(OO)=O)C=1. The catalyst is C(Cl)Cl. The product is [F:1][C:2]1[C:24]([S:25]([CH:26]2[CH2:31][CH2:30][N:29]([C:32]([CH3:37])([CH3:36])[C:33]([NH2:35])=[O:34])[CH2:28][CH2:27]2)=[O:39])=[CH:23][C:5]2[C:6]3[N:10]([CH:9]=[C:8]([C:14]4[N:15]([CH:20]([CH3:22])[CH3:21])[N:16]=[C:17]([CH3:19])[N:18]=4)[N:7]=3)[CH2:11][CH2:12][O:13][C:4]=2[CH:3]=1. The yield is 0.600.